Dataset: Peptide-MHC class II binding affinity with 134,281 pairs from IEDB. Task: Regression. Given a peptide amino acid sequence and an MHC pseudo amino acid sequence, predict their binding affinity value. This is MHC class II binding data. (1) The peptide sequence is EKKYFAATQFEPLAG. The MHC is HLA-DPA10201-DPB10501 with pseudo-sequence HLA-DPA10201-DPB10501. The binding affinity (normalized) is 0.875. (2) The peptide sequence is EIGWEAGTAAPDEIP. The MHC is HLA-DQA10101-DQB10501 with pseudo-sequence HLA-DQA10101-DQB10501. The binding affinity (normalized) is 0.499. (3) The peptide sequence is TSCSLMHTAVDLVNE. The MHC is DRB1_0405 with pseudo-sequence DRB1_0405. The binding affinity (normalized) is 0.680. (4) The peptide sequence is FLLMYEMHRESLLKS. The MHC is DRB1_0301 with pseudo-sequence DRB1_0301. The binding affinity (normalized) is 0.402. (5) The peptide sequence is SSYAATEVANAAAAS. The MHC is HLA-DPA10201-DPB10101 with pseudo-sequence HLA-DPA10201-DPB10101. The binding affinity (normalized) is 0.0468. (6) The peptide sequence is MNSLRAEDTAVYYCA. The MHC is DRB1_0405 with pseudo-sequence DRB1_0405. The binding affinity (normalized) is 0.554. (7) The peptide sequence is ITYGETGGNSPVQEF. The MHC is DRB1_0404 with pseudo-sequence DRB1_0404. The binding affinity (normalized) is 0.0407.